Task: Predict the reactants needed to synthesize the given product.. Dataset: Full USPTO retrosynthesis dataset with 1.9M reactions from patents (1976-2016) (1) Given the product [CH3:23][C:24]([CH3:27])([CH3:26])[CH2:25][C:2]1[CH:21]=[CH:20][C:5]2[NH:6][C:7]([C@@H:9]([NH2:12])[CH2:10][CH3:11])=[N:8][C:4]=2[CH:3]=1, predict the reactants needed to synthesize it. The reactants are: Br[C:2]1[CH:21]=[CH:20][C:5]2[NH:6][C:7]([C@@H:9]([NH:12]C(=O)OC(C)(C)C)[CH2:10][CH3:11])=[N:8][C:4]=2[CH:3]=1.[Br-].[CH2:23]([Zn+])[C:24]([CH3:27])([CH3:26])[CH3:25].O1CCCC1.FC(F)(F)C(O)=O. (2) Given the product [CH3:1][O:2][C:3]([C:5]1([F:27])[C:10](=[O:11])[CH2:9][CH2:8][N:7]([C:12]([O:14][C:15]([CH3:18])([CH3:17])[CH3:16])=[O:13])[CH2:6]1)=[O:4], predict the reactants needed to synthesize it. The reactants are: [CH3:1][O:2][C:3]([CH:5]1[C:10](=[O:11])[CH2:9][CH2:8][N:7]([C:12]([O:14][C:15]([CH3:18])([CH3:17])[CH3:16])=[O:13])[CH2:6]1)=[O:4].[H-].[Na+].CN(C)C=O.[B-](F)(F)(F)[F:27].[B-](F)(F)(F)F.C1[N+]2(CCl)CC[N+](F)(CC2)C1.